Dataset: Reaction yield outcomes from USPTO patents with 853,638 reactions. Task: Predict the reaction yield, written as a fraction of the theoretical maximum amount of product (1.0 means a 100% yield; for example, 0.34 means a 34% yield). (1) The catalyst is COCCOC.O.[Pd].C1(P(C2C=CC=CC=2)C2C=CC=CC=2)C=CC=CC=1.C1(P(C2C=CC=CC=2)C2C=CC=CC=2)C=CC=CC=1.C1(P(C2C=CC=CC=2)C2C=CC=CC=2)C=CC=CC=1.C1(P(C2C=CC=CC=2)C2C=CC=CC=2)C=CC=CC=1. The yield is 0.660. The reactants are Br[C:2]1[CH2:3][CH:4]2[C:9]([CH3:11])([CH3:10])[O:8][C:7](=[O:12])[NH:6][C:5]2=[C:13]([F:15])[CH:14]=1.[F:16][C:17]1[CH:22]=[CH:21][C:20](B(O)O)=[CH:19][C:18]=1[Cl:26].C(=O)([O-])[O-].[Na+].[Na+].C(OCC)(=O)C. The product is [Cl:26][C:18]1[CH:19]=[C:20]([C:2]2[CH:14]=[C:13]([F:15])[C:5]3[NH:6][C:7](=[O:12])[O:8][C:9]([CH3:11])([CH3:10])[C:4]=3[CH:3]=2)[CH:21]=[CH:22][C:17]=1[F:16]. (2) The reactants are [CH3:1][O:2][C:3](=[O:27])[CH:4]([C:9]1[CH:10]=[C:11]([C:16]2[CH:21]=[C:20]([C:22]([F:25])([F:24])[F:23])[CH:19]=[C:18]([F:26])[CH:17]=2)[CH:12]=[C:13]([OH:15])[CH:14]=1)[CH2:5][CH:6]([CH3:8])[CH3:7].[F:28][C:29]([F:40])([F:39])[C:30]1[CH:31]=[C:32](B(O)O)[CH:33]=[CH:34][CH:35]=1. No catalyst specified. The product is [CH3:1][O:2][C:3](=[O:27])[CH:4]([C:9]1[CH:10]=[C:11]([C:16]2[CH:21]=[C:20]([C:22]([F:24])([F:23])[F:25])[CH:19]=[C:18]([F:26])[CH:17]=2)[CH:12]=[C:13]([O:15][C:34]2[CH:33]=[CH:32][CH:31]=[C:30]([C:29]([F:40])([F:39])[F:28])[CH:35]=2)[CH:14]=1)[CH2:5][CH:6]([CH3:8])[CH3:7]. The yield is 0.340. (3) The reactants are Cl.NO.[CH3:4][C@H:5]([C@H:8]([OH:11])[C:9]#[CH:10])[CH2:6][OH:7].Cl.[NH2:13][C:14]([CH3:33])([CH3:32])[C@H:15]([NH:20][C:21](=[O:31])[C:22]1[CH:27]=[CH:26][C:25]([C:28]#[C:29]Br)=[CH:24][CH:23]=1)[C:16]([O:18][CH3:19])=[O:17]. The catalyst is C(N)CCC.O.CO.[Cu]Cl. The product is [NH2:13][C:14]([CH3:33])([CH3:32])[C@H:15]([NH:20][C:21](=[O:31])[C:22]1[CH:23]=[CH:24][C:25]([C:28]#[C:29][C:10]#[C:9][C@@H:8]([OH:11])[C@@H:5]([CH3:4])[CH2:6][OH:7])=[CH:26][CH:27]=1)[C:16]([O:18][CH3:19])=[O:17]. The yield is 0.527. (4) The reactants are O=[C:2]1[CH:7]=[CH:6][NH:5][C:4]([NH:8][C:9]2[CH:16]=[CH:15][C:12]([C:13]#[N:14])=[CH:11][CH:10]=2)=[N:3]1.O=P(Cl)(Cl)[Cl:19]. No catalyst specified. The product is [Cl:19][C:2]1[CH:7]=[CH:6][N:5]=[C:4]([NH:8][C:9]2[CH:16]=[CH:15][C:12]([C:13]#[N:14])=[CH:11][CH:10]=2)[N:3]=1. The yield is 0.772. (5) The reactants are [CH3:1][C:2]1[C:7]([C:8]([F:11])([F:10])[F:9])=[CH:6][CH:5]=[CH:4][C:3]=1[N+:12]([O-:14])=[O:13].[Br:15]N1C(=O)CCC1=O. The catalyst is C(Cl)(Cl)(Cl)Cl.C(OOC(=O)C1C=CC=CC=1)(=O)C1C=CC=CC=1. The product is [Br:15][CH2:1][C:2]1[C:7]([C:8]([F:11])([F:10])[F:9])=[CH:6][CH:5]=[CH:4][C:3]=1[N+:12]([O-:14])=[O:13]. The yield is 0.440. (6) The yield is 0.940. The catalyst is CC(O)=O.CCOC(C)=O.O.[Fe]. The reactants are [Cl:1][C:2]1[C:7]2=[N:8][O:9][N:10]=[C:6]2[C:5]([N+:11]([O-])=O)=[CH:4][CH:3]=1. The product is [NH2:11][C:5]1[C:6]2[C:7](=[N:8][O:9][N:10]=2)[C:2]([Cl:1])=[CH:3][CH:4]=1. (7) The reactants are [H-].[Al+3].[Li+].[H-].[H-].[H-].[CH3:7][C:8]1[CH:9]=[N:10][CH:11]=[C:12]([CH3:19])[C:13]=1[C:14](OCC)=[O:15]. The catalyst is C1COCC1. The product is [CH3:7][C:8]1[CH:9]=[N:10][CH:11]=[C:12]([CH3:19])[C:13]=1[CH2:14][OH:15]. The yield is 0.700.